From a dataset of Reaction yield outcomes from USPTO patents with 853,638 reactions. Predict the reaction yield, written as a fraction of the theoretical maximum amount of product (1.0 means a 100% yield; for example, 0.34 means a 34% yield). (1) The reactants are [C:1]([C:3]1[CH:4]=[CH:5][C:6]2[NH:12][C:11](=[O:13])[C@@H:10]([NH:14]C(=O)OC(C)(C)C)[C@H:9]([CH3:22])[N:8]([C:23]([CH:25]3[CH2:30][CH2:29][O:28][CH2:27][CH2:26]3)=[O:24])[C:7]=2[CH:31]=1)#[N:2].[ClH:32]. The catalyst is O1CCOCC1. The product is [ClH:32].[NH2:14][C@@H:10]1[C:11](=[O:13])[NH:12][C:6]2[CH:5]=[CH:4][C:3]([C:1]#[N:2])=[CH:31][C:7]=2[N:8]([C:23]([CH:25]2[CH2:30][CH2:29][O:28][CH2:27][CH2:26]2)=[O:24])[C@H:9]1[CH3:22]. The yield is 0.890. (2) The reactants are [NH2:1][C:2]1[CH:10]=[CH:9][C:8]([CH3:11])=[CH:7][C:3]=1[C:4]([OH:6])=[O:5].Cl[C:13]([O:15][CH2:16][CH2:17][CH2:18][CH2:19][CH2:20][CH2:21][CH2:22][CH3:23])=O. The catalyst is N1C=CC=CC=1. The product is [CH3:11][C:8]1[CH:9]=[CH:10][C:2]2[N:1]=[C:13]([O:15][CH2:16][CH2:17][CH2:18][CH2:19][CH2:20][CH2:21][CH2:22][CH3:23])[O:5][C:4](=[O:6])[C:3]=2[CH:7]=1. The yield is 0.250. (3) The reactants are [C:1]([NH:4][CH:5]([CH2:9][SH:10])[C:6]([OH:8])=O)(=[O:3])[CH3:2].OC1C2N=NNC=2C=CC=1.C1CCC(N=C=NC2CCCCC2)CC1.C([O:40][C:41](=[O:54])[C:42]1[CH:47]=[C:46]([NH2:48])[CH:45]=[CH:44][C:43]=1[O:49]C(C)(C)C)(C)(C)C. The catalyst is CN(C)C=O.C(OCC)(=O)C. The product is [C:1]([NH:4][CH:5]([CH2:9][SH:10])[C:6]([NH:48][C:46]1[CH:45]=[CH:44][C:43]([OH:49])=[C:42]([CH:47]=1)[C:41]([OH:54])=[O:40])=[O:8])(=[O:3])[CH3:2]. The yield is 0.780. (4) The reactants are C(OC([N:8]1[CH2:13][CH2:12][CH:11]([C:14](=[O:23])[C:15]2[CH:20]=[CH:19][C:18]([S:21][CH3:22])=[CH:17][CH:16]=2)[CH2:10][CH2:9]1)=O)(C)(C)C.[F:24][C:25]1[CH:26]=[C:27](O)[C:28](=[CH:30][CH:31]=1)[OH:29].CC1C=CC(S(O)(=O)=O)=CC=1.O. The catalyst is C1(C)C(C)=CC=CC=1. The product is [F:24][C:25]1[CH:26]=[CH:27][C:28]2[O:29][C:14]([CH:11]3[CH2:10][CH2:9][NH:8][CH2:13][CH2:12]3)([C:15]3[CH:16]=[CH:17][C:18]([S:21][CH3:22])=[CH:19][CH:20]=3)[O:23][C:30]=2[CH:31]=1. The yield is 0.340.